From a dataset of Forward reaction prediction with 1.9M reactions from USPTO patents (1976-2016). Predict the product of the given reaction. (1) Given the reactants [Br:1][C:2]1[CH:3]=[C:4]2[C:9](=[C:10]([F:12])[CH:11]=1)[NH:8][C:7](=O)[CH2:6][CH2:5]2.COC1C=CC(P2(SP(C3C=CC(OC)=CC=3)(=S)S2)=[S:23])=CC=1, predict the reaction product. The product is: [Br:1][C:2]1[CH:3]=[C:4]2[C:9](=[C:10]([F:12])[CH:11]=1)[NH:8][C:7](=[S:23])[CH2:6][CH2:5]2. (2) Given the reactants C(OP(O[CH2:10][C:11]1[O:15][N:14]=[C:13]([C:16]([O:18][CH2:19][CH3:20])=[O:17])[CH:12]=1)(OCC)=O)C.[F:21][C:22]([F:34])([F:33])[O:23][C:24]1[CH:29]=[CH:28][C:27](B(O)O)=[CH:26][CH:25]=1.C(=O)([O-])[O-].[K+].[K+].C1(P(C2C=CC=CC=2)C2C=CC=CC=2)C=CC=CC=1, predict the reaction product. The product is: [F:21][C:22]([F:33])([F:34])[O:23][C:24]1[CH:29]=[CH:28][C:27]([CH2:10][C:11]2[O:15][N:14]=[C:13]([C:16]([O:18][CH2:19][CH3:20])=[O:17])[CH:12]=2)=[CH:26][CH:25]=1. (3) Given the reactants [CH2:1]([N:3]1[C:9]2[CH:10]=[C:11]([N+:16]([O-:18])=[O:17])[C:12]([O:14][CH3:15])=[CH:13][C:8]=2[CH2:7][NH:6][CH2:5][C:4]1=[O:19])[CH3:2].[CH2:20](Br)[CH3:21].[I-].[Na+].C(N(CC)C(C)C)(C)C.CN(C)C=O, predict the reaction product. The product is: [CH2:1]([N:3]1[C:9]2[CH:10]=[C:11]([N+:16]([O-:18])=[O:17])[C:12]([O:14][CH3:15])=[CH:13][C:8]=2[CH2:7][N:6]([CH2:20][CH3:21])[CH2:5][C:4]1=[O:19])[CH3:2]. (4) The product is: [OH:17][C:2]([CH3:16])([CH3:1])[CH2:3][O:4][C:5]1([CH3:15])[CH2:14][CH2:13][C:8](=[O:9])[CH2:7][CH2:6]1. Given the reactants [CH3:1][C:2]([OH:17])([CH3:16])[CH2:3][O:4][C:5]1([CH3:15])[CH2:14][CH2:13][C:8]2(OCC[O:9]2)[CH2:7][CH2:6]1.Cl.CC(C)=O, predict the reaction product.